From a dataset of Reaction yield outcomes from USPTO patents with 853,638 reactions. Predict the reaction yield, written as a fraction of the theoretical maximum amount of product (1.0 means a 100% yield; for example, 0.34 means a 34% yield). (1) The reactants are [F:1][C:2]1[CH:7]=[CH:6][C:5]([CH:8]([NH2:10])[CH3:9])=[CH:4][C:3]=1[C:11]#[C:12][CH:13]([OH:15])[CH3:14].[NH2:16][C:17]1[N:22]=[C:21](Cl)[N:20]=[C:19]([C:24]([F:27])([CH3:26])[CH3:25])[N:18]=1.C(=O)([O-])[O-].[K+].[K+]. The catalyst is C(#N)C. The product is [NH2:16][C:17]1[N:22]=[C:21]([NH:10][CH:8]([C:5]2[CH:6]=[CH:7][C:2]([F:1])=[C:3]([C:11]#[C:12][CH:13]([OH:15])[CH3:14])[CH:4]=2)[CH3:9])[N:20]=[C:19]([C:24]([F:27])([CH3:25])[CH3:26])[N:18]=1. The yield is 0.350. (2) The reactants are [OH-].[K+].FC(F)(F)C([N:7]1[CH2:12][CH2:11][CH2:10][CH:9]([O:13][CH2:14][C:15]2[CH:20]=[CH:19][C:18]([O:21][C:22]3[CH:27]=[CH:26][C:25]([F:28])=[CH:24][CH:23]=3)=[CH:17][CH:16]=2)[CH2:8]1)=O.O. The catalyst is CO. The product is [F:28][C:25]1[CH:26]=[CH:27][C:22]([O:21][C:18]2[CH:17]=[CH:16][C:15]([CH2:14][O:13][CH:9]3[CH2:10][CH2:11][CH2:12][NH:7][CH2:8]3)=[CH:20][CH:19]=2)=[CH:23][CH:24]=1. The yield is 0.950. (3) The reactants are Br[C:2]1[CH:3]=[C:4]2[C:8](=[CH:9][CH:10]=1)[C:7](=[O:11])[NH:6][CH2:5]2.[B:12]1([B:12]2[O:16][C:15]([CH3:18])([CH3:17])[C:14]([CH3:20])([CH3:19])[O:13]2)[O:16][C:15]([CH3:18])([CH3:17])[C:14]([CH3:20])([CH3:19])[O:13]1.CC([O-])=O.[K+]. The catalyst is O1CCOCC1. The product is [CH3:19][C:14]1([CH3:20])[C:15]([CH3:18])([CH3:17])[O:16][B:12]([C:2]2[CH:3]=[C:4]3[C:8](=[CH:9][CH:10]=2)[C:7](=[O:11])[NH:6][CH2:5]3)[O:13]1. The yield is 0.660.